Dataset: Experimentally validated miRNA-target interactions with 360,000+ pairs, plus equal number of negative samples. Task: Binary Classification. Given a miRNA mature sequence and a target amino acid sequence, predict their likelihood of interaction. (1) The miRNA is mmu-miR-3076-3p with sequence CGCACUCUGGUCUUCCCUUGCAG. The protein sequence of the target gene is MGVDFDVKTFCHNLRATKPPYECPVETCRKVYKSYSGIEYHLYHYDHDSPPPPQQTPLRKHKKKGRQSRPANKQSPSPSEVSQSPGREVMSYAQAQRMVEVDLHGRVHRISIFDNLDVVSEDEEAPEEAPENGSNKENTETPAATPKSGKHKNKEKRKDSNHHHHSAPASAAPKLPEVVYRELEQDTPDAPPRPTSYYRYIEKSAEELDEEVEYDMDEEDYIWLDIMNERRKTEGVSPIPQEIFEYLMDRLEKESYFESHNKGDPNALVDEDAVCCICNDGECQNSNVILFCDMCNLAVH.... Result: 0 (no interaction). (2) The miRNA is mmu-miR-344b-3p with sequence CAUUUAGCCAAAGCCUGACUGU. The protein sequence of the target gene is MGSSKKHRGEKEAAGTTAAAGTGGATEQPPRHREHKKHKHRSGGSGGSGGERRKRSRERGGERGSGRRGAEAEARSSTHGRERSQAEPSERRVKREKRDDGYEAAASSKTSSGDASSLSIEETNKLRAKLGLKPLEVNAIKKEAGTKEEPVTADVINPMALRQREELREKLAAAKEKRLLNQKLGKIKTLGEDDPWLDDTAAWIERSRQLQKEKDLAEKRAKLLEEMDQEFGVSTLVEEEFGQRRQDLYSARDLQGLTVEHAIDSFREGETMILTLKDKGVLQEEEDVLVNVNLVDKERA.... Result: 0 (no interaction). (3) The miRNA is mmu-miR-3473a with sequence UGGAGAGAUGGCUCAGCA. The protein sequence of the target gene is MICLVLTIFANLFPAACTGAHERTFLAVKPDGVQRRLVGEIVRRFERKGFKLVALKLVQASEELLREHYAELRERPFYGRLVKYMASGPVVAMVWQGLDVVRTSRALIGATNPADAPPGTIRGDFCIEVGKNLIHGSDSVESARREIALWFRADELLCWEDSAGHWLYE. Result: 0 (no interaction). (4) The miRNA is hsa-miR-138-1-3p with sequence GCUACUUCACAACACCAGGGCC. The protein sequence of the target gene is MAETEERSLDNFFAKRDKKKKKERSNRAASAAGAAGSAGGSSGAAGAAGGGAGAGTRPGDGGTASAGAAGPGAATKAVTKDEDEWKELEQKEVDYSGLRVQAMQISSEKEEDDNEKRQDPGDNWEEGGGGGGGMEKSSGPWNKTAPVQAPPAPVIVTETPEPAMTSGVYRPPGARLTTTRKTPQGPPEIYSDTQFPSLQSTAKHVESRKDKEMEKSFEVVRHKNRGRDEVSKNQALKLQLDNQYAVLENQKSSHSQYN. Result: 0 (no interaction). (5) The miRNA is hsa-miR-491-3p with sequence CUUAUGCAAGAUUCCCUUCUAC. The protein sequence of the target gene is MLGPTWEPLAPTSMLGLEGPCWVGPGPDGGFAVSEEFGDVQLFGSAHQPLGSLGTLTGHNFGHPAGVCSDAEGSIIVADEQRHQVTLFPRVGPPICLQLEGLKRPLGMACAPQGQLVVADAGDNCIKLYQYLGEMA. Result: 0 (no interaction). (6) The miRNA is mmu-miR-590-3p with sequence UAAUUUUAUGUAUAAGCUAGU. The protein sequence of the target gene is MKSYTPYFMLLWSAVGIARAAKIIIVPPIMFESHLYIFKTLASALHERGHHTVLLLSEGRDIAPSNHYSLQRYPGIFNSTTSDAFLQSKMRNIFSGRLTAVELVDILDHYTKNCDMMVGNQALIQGLKKEKFDLLLVDPNDMCGFVIAHLLGVKYAVFSTGLWYPAEVGAPAPLAYVPEFNSLLTDRMNFLERMKNTGVYLISRIGVSFLVLPKYERIMQKYNLLPAKSMYDLVHGSSLWMLCTDVALEFPRPTLPNVVYVGGILTKPASPLPEDLQRWVSGAQEHGFVLVSFGAGVKYL.... Result: 0 (no interaction). (7) The miRNA is mmu-miR-3064-5p with sequence UCUGGCUGUUGUGGUGUGCAAA. The protein sequence of the target gene is MAAAGLVAVVAAAEYSGPVASGGNLSGATCGPSPGLGPGPGPGSWSRSVDRALEEAAVTGVLSLSGRKLREFPRGAANHDLTDTTRADLSRNRLSEIPMEACHFVSLESLNLYQNCIRYIPEAVLNLQALTFLNISRNQLSTLPVHLCNLPLKVLIASNNKLVSLPEEIGHLRHLTELDVSCNEIQTVPSQIGNLEALRDFNVRRNHLLRLPEELAEVPLIRLDFSCNKITVIPVCYRNLRHLQVITLDNNPLQSPPAQICIKGKIHIFKYLNIQACKIAPDLPDYERRPLGFGSCHEEL.... Result: 1 (interaction). (8) The miRNA is mmu-miR-680 with sequence GGGCAUCUGCUGACAUGGGGG. The protein sequence of the target gene is MKEDCLPSSHVPISDSKSIQKSELLGLLKTYNCYHEGKSFQLRHREEEGTLIIEGLLNIAWGLRRPIRLQMQDDREQVHLPSTSWMPRRPSCPLKEPSPQNGNITAQGPSIQPVHKAESSTDSSGPLEEAEEAPQLMRTKSDASCMSQRRPKCRAPGEAQRIRRHRFSINGHFYNHKTSVFTPAYGSVTNVRVNSTMTTLQVLTLLLNKFRVEDGPSEFALYIVHESGERTKLKDCEYPLISRILHGPCEKIARIFLMEADLGVEVPHEVAQYIKFEMPVLDSFVEKLKEEEEREIIKLT.... Result: 0 (no interaction). (9) The miRNA is hsa-miR-1180-3p with sequence UUUCCGGCUCGCGUGGGUGUGU. The protein sequence of the target gene is MAALTRDPQFQKLQQWYREHRSELNLRRLFDANKDRFNHFSLTLNTNHGHILVDYSKNLVTEDVMRMLVDLAKSRGVEAARERMFNGEKINYTEGRAVLHVALRNRSNTPILVDGKDVMPEVNKVLDKMKSFCQRVRSGDWKGYTGKTITDVINIGIGGSDLGPLMVTEALKPYSSGGPRVWYVSNIDGTHIAKTLAQLNPESSLFIIASKTFTTQETITNAETAKEWFLQAAKDPSAVAKHFVALSTNTTKVKEFGIDPQNMFEFWDWVGGRYSLWSAIGLSIALHVGFDNFEQLLSGA.... Result: 1 (interaction). (10) The miRNA is hsa-miR-6741-3p with sequence UCGGCUCUCUCCCUCACCCUAG. The protein sequence of the target gene is MSAAPGLLHQELSCPLCLQLFDAPVTAECGHSFCRACLGRVAGEPAADGTVLCPCCQAPTRPQALSTNLQLARLVEGLAQVPQGHCEEHLDPLSIYCEQDRALVCGVCASLGSHRGHRLLPAAEAHARLKTQLPQQKLQLQEACMRKEKSVAVLEHQLVEVEETVRQFRGAVGEQLGKMRVFLAALEGSLDREAERVRGEAGVALRRELGSLNSYLEQLRQMEKVLEEVADKPQTEFLMKYCLVTSRLQKILAESPPPARLDIQLPIISDDFKFQVWRKMFRALMPALEELTFDPSSAHP.... Result: 1 (interaction).